Task: Predict the reactants needed to synthesize the given product.. Dataset: Retrosynthesis with 50K atom-mapped reactions and 10 reaction types from USPTO (1) Given the product COC(=O)CC(=O)CC(O)/C=C/c1c(C(C)C)cc(-c2ccccc2)nc1-c1ccc(F)cc1, predict the reactants needed to synthesize it. The reactants are: CC(C)c1cc(-c2ccccc2)nc(-c2ccc(F)cc2)c1/C=C/C=O.COC(=O)CC(C)=O. (2) Given the product Cc1c(NC2CC3CCC(C2)N3Cc2ccccc2)ccc2[nH]ncc12, predict the reactants needed to synthesize it. The reactants are: Cc1c(NC2CC3CCC(C2)N3Cc2ccccc2)ccc2c1cnn2C1CCCCO1.